This data is from Full USPTO retrosynthesis dataset with 1.9M reactions from patents (1976-2016). The task is: Predict the reactants needed to synthesize the given product. Given the product [N:15]1[C:18]2[CH:19]=[N:20][CH:21]=[N:22][C:23]=2[NH:34][N:33]=1, predict the reactants needed to synthesize it. The reactants are: NC1CCN(C(OC(C)(C)C)=O)CC1.[N+:15]([C:18]1[C:19](Cl)=[N:20][C:21](Cl)=[N:22][C:23]=1Cl)([O-])=O.N1C=CC=NC=1.[NH2:33][NH2:34].